The task is: Predict the product of the given reaction.. This data is from Forward reaction prediction with 1.9M reactions from USPTO patents (1976-2016). (1) Given the reactants [S:1](O[S:1]([C:4]([F:7])([F:6])[F:5])(=[O:3])=[O:2])([C:4]([F:7])([F:6])[F:5])(=[O:3])=[O:2].N1C=CC=CC=1.[NH2:22][C:23]1[CH:28]=[C:27]([C:29]2[S:30][CH:31]=[C:32]([C:34]3[CH:39]=[CH:38][C:37]([NH:40][S:41]([C:44]([F:47])([F:46])[F:45])(=[O:43])=[O:42])=[CH:36][C:35]=3[Cl:48])[N:33]=2)[CH:26]=[CH:25][N:24]=1, predict the reaction product. The product is: [Cl:48][C:35]1[CH:36]=[C:37]([NH:40][S:41]([C:44]([F:46])([F:47])[F:45])(=[O:43])=[O:42])[CH:38]=[CH:39][C:34]=1[C:32]1[N:33]=[C:29]([C:27]2[CH:26]=[CH:25][N:24]=[C:23]([NH:22][S:1]([C:4]([F:7])([F:6])[F:5])(=[O:3])=[O:2])[CH:28]=2)[S:30][CH:31]=1. (2) Given the reactants [H-].[Na+].[CH3:3][C@@H:4]1[CH2:8][CH2:7][C@@H:6]([CH3:9])[N:5]1[CH:10]1[CH2:18][C:17]2[C:12](=[CH:13][CH:14]=[C:15]([OH:19])[CH:16]=2)[CH2:11]1.Cl[C:21]1[N:26]=[CH:25][C:24]([C:27]([NH:29][CH3:30])=[O:28])=[CH:23][CH:22]=1, predict the reaction product. The product is: [CH3:3][C@@H:4]1[CH2:8][CH2:7][C@@H:6]([CH3:9])[N:5]1[CH:10]1[CH2:18][C:17]2[C:12](=[CH:13][CH:14]=[C:15]([O:19][C:21]3[N:26]=[CH:25][C:24]([C:27]([NH:29][CH3:30])=[O:28])=[CH:23][CH:22]=3)[CH:16]=2)[CH2:11]1. (3) Given the reactants [CH3:1][C:2]1[CH:7]=[C:6]([NH:8][C:9]([C:22]2[CH:27]=[CH:26][CH:25]=[CH:24][CH:23]=2)([C:16]2[CH:21]=[CH:20][CH:19]=[CH:18][CH:17]=2)[C:10]2[CH:15]=[CH:14][CH:13]=[CH:12][CH:11]=2)[N:5]=[C:4]([CH2:28][CH2:29][C:30]([OH:32])=O)[CH:3]=1.[NH2:33][C:34]1[C:39]([NH2:40])=[CH:38][C:37]([C:41]2[CH:46]=[CH:45][C:44]([Cl:47])=[CH:43][CH:42]=2)=[CH:36][N:35]=1.C(N(C(C)C)CC)(C)C, predict the reaction product. The product is: [NH2:33][C:34]1[C:39]([NH:40][C:30](=[O:32])[CH2:29][CH2:28][C:4]2[CH:3]=[C:2]([CH3:1])[CH:7]=[C:6]([NH:8][C:9]([C:10]3[CH:15]=[CH:14][CH:13]=[CH:12][CH:11]=3)([C:22]3[CH:23]=[CH:24][CH:25]=[CH:26][CH:27]=3)[C:16]3[CH:21]=[CH:20][CH:19]=[CH:18][CH:17]=3)[N:5]=2)=[CH:38][C:37]([C:41]2[CH:42]=[CH:43][C:44]([Cl:47])=[CH:45][CH:46]=2)=[CH:36][N:35]=1. (4) Given the reactants [Cl:1][C:2]1[CH:7]=[C:6]([Cl:8])[CH:5]=[CH:4][C:3]=1[CH:9]1[S:15][CH2:14][C:13](=[O:16])[NH:12][C:11]2[N:17]([CH3:26])[N:18]=[C:19]([C:20]3[CH:25]=[CH:24][CH:23]=[CH:22][N:21]=3)[C:10]1=2.C(=O)([O-])[O-].[Cs+].[Cs+].[I-].[Na+].Br[CH2:36][C:37]([O:39][CH3:40])=[O:38], predict the reaction product. The product is: [Cl:1][C:2]1[CH:7]=[C:6]([Cl:8])[CH:5]=[CH:4][C:3]=1[CH:9]1[S:15][CH2:14][C:13](=[O:16])[N:12]([CH2:36][C:37]([O:39][CH3:40])=[O:38])[C:11]2[N:17]([CH3:26])[N:18]=[C:19]([C:20]3[CH:25]=[CH:24][CH:23]=[CH:22][N:21]=3)[C:10]1=2. (5) The product is: [CH2:1]([O:3][C:4]([C:6]1([C:9]2[CH:10]=[CH:11][C:12]([C:15]3[CH:20]=[CH:19][C:18]([C:21]4[O:25][N:24]=[C:23]([CH3:26])[C:22]=4[NH:27][C:37]4[CH:38]=[CH:39][CH:40]=[C:35]([CH2:28][C:29]5[CH:34]=[CH:33][CH:32]=[CH:31][CH:30]=5)[CH:36]=4)=[CH:17][CH:16]=3)=[CH:13][CH:14]=2)[CH2:8][CH2:7]1)=[O:5])[CH3:2]. Given the reactants [CH2:1]([O:3][C:4]([C:6]1([C:9]2[CH:14]=[CH:13][C:12]([C:15]3[CH:20]=[CH:19][C:18]([C:21]4[O:25][N:24]=[C:23]([CH3:26])[C:22]=4[NH2:27])=[CH:17][CH:16]=3)=[CH:11][CH:10]=2)[CH2:8][CH2:7]1)=[O:5])[CH3:2].[CH2:28]([C:35]1[CH:40]=[CH:39][CH:38]=[C:37](Br)[CH:36]=1)[C:29]1[CH:34]=[CH:33][CH:32]=[CH:31][CH:30]=1, predict the reaction product. (6) Given the reactants [CH3:1][N:2]1[C:14]2[C:13]([C:15]3[S:16][C:17]([CH3:20])=[CH:18][CH:19]=3)=[CH:12][C:11]3[C:6](=[C:7]([NH2:22])[N:8]=[C:9]([NH2:21])[N:10]=3)[C:5]=2[CH:4]=[CH:3]1.[H-].[Na+].I[CH3:26].O, predict the reaction product. The product is: [CH3:1][N:2]1[C:14]2[C:13]([C:15]3[S:16][C:17]([CH3:20])=[CH:18][CH:19]=3)=[CH:12][C:11]3[C:6](=[C:7]([NH:22][CH3:26])[N:8]=[C:9]([NH2:21])[N:10]=3)[C:5]=2[CH:4]=[CH:3]1. (7) Given the reactants [Br:1][C:2]1[CH:3]=[CH:4][C:5]([CH:8]=[O:9])=[N:6][CH:7]=1.[F:10][C:11]([Si](C)(C)C)([F:13])[F:12].[F-].C([N+](CCCC)(CCCC)CCCC)CCC, predict the reaction product. The product is: [Br:1][C:2]1[CH:3]=[CH:4][C:5]([CH:8]([OH:9])[C:11]([F:13])([F:12])[F:10])=[N:6][CH:7]=1. (8) Given the reactants [OH:1][CH2:2][CH2:3][C:4]1[CH:11]=[CH:10][C:7]([C:8]#[N:9])=[C:6]([O:12][CH3:13])[CH:5]=1.CC(OI1(OC(C)=O)(OC(C)=O)OC(=O)C2C=CC=CC1=2)=O, predict the reaction product. The product is: [CH3:13][O:12][C:6]1[CH:5]=[C:4]([CH2:3][CH:2]=[O:1])[CH:11]=[CH:10][C:7]=1[C:8]#[N:9]. (9) Given the reactants CC1C=CC(NC(C2C=CC(CN3CCN(C)CC3)=CC=2)=O)=CC=1[NH:8][C:9]1N=CC=C(C2C=CC=NC=2)[N:14]=1.[CH3:38][C:39]1[CH:45]=[CH:44][C:43]([N+:46]([O-:48])=[O:47])=[CH:42][C:40]=1[NH2:41].N#CN.[ClH:52], predict the reaction product. The product is: [ClH:52].[CH3:38][C:39]1[CH:45]=[CH:44][C:43]([N+:46]([O-:48])=[O:47])=[CH:42][C:40]=1[NH:41][C:9]([NH2:14])=[NH:8].